This data is from Cav3 T-type calcium channel HTS with 100,875 compounds. The task is: Binary Classification. Given a drug SMILES string, predict its activity (active/inactive) in a high-throughput screening assay against a specified biological target. (1) The drug is Fc1c(N2CCN(CC2)C(=O)c2cc3[nH]c(=O)c(=O)n(c3cc2)CC)cccc1. The result is 0 (inactive). (2) The molecule is Clc1cc(NC(=O)c2cc([N+]([O-])=O)c(n3ncnc3)cc2)ccc1. The result is 0 (inactive). (3) The compound is Clc1ccc(CS(=O)(=O)Cc2oc(cc2)C(=O)NCc2cccnc2)cc1. The result is 0 (inactive). (4) The drug is s1c(NC(=O)C2OCCC2)c(cc1CCC)C(=O)N. The result is 0 (inactive).